From a dataset of Full USPTO retrosynthesis dataset with 1.9M reactions from patents (1976-2016). Predict the reactants needed to synthesize the given product. (1) Given the product [CH3:1][CH:2]([C@H:4]1[CH2:8][N:7]([C:11]2[N:16]=[CH:15][C:14]([C:17]([F:20])([F:19])[F:18])=[CH:13][N:12]=2)[C:6](=[O:9])[NH:5]1)[CH3:3], predict the reactants needed to synthesize it. The reactants are: [CH3:1][CH:2]([C@H:4]1[CH2:8][NH:7][C:6](=[O:9])[NH:5]1)[CH3:3].Cl[C:11]1[N:16]=[CH:15][C:14]([C:17]([F:20])([F:19])[F:18])=[CH:13][N:12]=1.CC1(C)C2C(=C(P(C3C=CC=CC=3)C3C=CC=CC=3)C=CC=2)OC2C(P(C3C=CC=CC=3)C3C=CC=CC=3)=CC=CC1=2.CC(C)([O-])C.[Na+]. (2) Given the product [Cl:1][C:2]1[CH:3]=[C:4]([CH:25]=[CH:26][CH:27]=1)[CH2:5][N:6]1[C:10]([C:11]([OH:13])=[O:12])=[CH:9][C:8]2[S:14][C:15]([C:17]3[S:48][C:20]([CH3:21])=[CH:19][CH:18]=3)=[CH:16][C:7]1=2, predict the reactants needed to synthesize it. The reactants are: [Cl:1][C:2]1[CH:3]=[C:4]([CH:25]=[CH:26][CH:27]=1)[CH2:5][N:6]1[C:10]([C:11]([OH:13])=[O:12])=[CH:9][C:8]2[S:14][C:15]([C:17]#[C:18][C:19]3C=CC=[CH:21][CH:20]=3)=[CH:16][C:7]1=2.C(OC(C1N(CC2C=CC=C(Cl)C=2)C2C=C(Br)[S:48]C=2C=1)=O)C.CC1SC([Sn](C)(C)C)=CC=1.